Dataset: Reaction yield outcomes from USPTO patents with 853,638 reactions. Task: Predict the reaction yield, written as a fraction of the theoretical maximum amount of product (1.0 means a 100% yield; for example, 0.34 means a 34% yield). (1) The reactants are N#N.[F:3][C:4]1[CH:5]=[CH:6][C:7]([CH3:12])=[C:8]([CH:11]=1)[C:9]#[N:10].C1C(=O)N([Br:20])C(=O)C1.CC(N=NC(C#N)(C)C)(C#N)C. The catalyst is C(Cl)(Cl)(Cl)Cl. The product is [Br:20][CH2:12][C:7]1[CH:6]=[CH:5][C:4]([F:3])=[CH:11][C:8]=1[C:9]#[N:10]. The yield is 0.660. (2) The reactants are [CH3:1][C@H:2]1[CH2:7][NH:6][CH2:5][CH2:4][NH:3]1.[CH3:8][C:9]([O:12][C:13](O[C:13]([O:12][C:9]([CH3:11])([CH3:10])[CH3:8])=[O:14])=[O:14])([CH3:11])[CH3:10]. The catalyst is C(Cl)Cl. The product is [CH3:1][C@@H:2]1[NH:3][CH2:4][CH2:5][N:6]([C:13]([O:12][C:9]([CH3:11])([CH3:10])[CH3:8])=[O:14])[CH2:7]1. The yield is 0.490. (3) The reactants are [CH2:1]([O:3][C:4]([C:6]1[CH2:7][CH2:8][N:9]([CH2:17][C:18]2[CH:23]=[CH:22][CH:21]=[CH:20][CH:19]=2)[CH2:10][C:11]=1[C:12]1[CH:16]=[CH:15][S:14][CH:13]=1)=[O:5])[CH3:2]. The catalyst is CCO.[Pd]. The product is [CH2:1]([O:3][C:4]([CH:6]1[CH2:7][CH2:8][N:9]([CH2:17][C:18]2[CH:19]=[CH:20][CH:21]=[CH:22][CH:23]=2)[CH2:10][CH:11]1[C:12]1[CH:16]=[CH:15][S:14][CH:13]=1)=[O:5])[CH3:2]. The yield is 0.710. (4) The reactants are C([O:3][C:4]([C:6]1[C:7]([C:14]([F:17])([F:16])[F:15])=[N:8][N:9]([CH:11]2[CH2:13][CH2:12]2)[CH:10]=1)=O)C.CC(C[AlH]CC(C)C)C.Cl. The catalyst is C1(C)C=CC=CC=1. The product is [CH:11]1([N:9]2[CH:10]=[C:6]([CH2:4][OH:3])[C:7]([C:14]([F:17])([F:16])[F:15])=[N:8]2)[CH2:13][CH2:12]1. The yield is 1.00. (5) The reactants are Cl[CH2:2][C:3]1[CH:12]=[CH:11][C:6]2[O:7][CH2:8][CH2:9][O:10][C:5]=2[CH:4]=1.[C-:13]#[N:14].[Na+].O. The catalyst is CS(C)=O. The product is [O:7]1[CH2:8][CH2:9][O:10][C:5]2[CH:4]=[C:3]([CH2:2][C:13]#[N:14])[CH:12]=[CH:11][C:6]1=2. The yield is 0.860.